From a dataset of Retrosynthesis with 50K atom-mapped reactions and 10 reaction types from USPTO. Predict the reactants needed to synthesize the given product. (1) Given the product CCOC(=O)N1CCC(N2CCC(N3C(=O)N[C@@H]4CCCC[C@H]43)CC2)C1, predict the reactants needed to synthesize it. The reactants are: CCOC(=O)N1CCC(=O)C1.O=C1N[C@@H]2CCCC[C@H]2N1C1CCNCC1. (2) Given the product COC(=O)c1c(C)c(OC)cc(OC)c1C=O, predict the reactants needed to synthesize it. The reactants are: CN(C)C=O.COC(=O)c1cc(OC)cc(OC)c1C. (3) The reactants are: NC(=O)c1cncc(-c2ccc(C(F)(F)F)cc2)c1. Given the product CC(=O)O, predict the reactants needed to synthesize it. (4) Given the product Nc1cc(Cl)cnc1F, predict the reactants needed to synthesize it. The reactants are: O=[N+]([O-])c1cc(Cl)cnc1F.